Predict the reactants needed to synthesize the given product. From a dataset of Full USPTO retrosynthesis dataset with 1.9M reactions from patents (1976-2016). (1) Given the product [C:1]([C:5]1[CH:6]=[C:7]([NH:23][S:24]([CH3:27])(=[O:26])=[O:25])[C:8]([O:21][CH3:22])=[C:9]([NH:11][C:12](=[O:20])[NH:28][C:29]2[C:38]3[C:33](=[CH:34][CH:35]=[CH:36][CH:37]=3)[C:32]([O:39][C:40]3[CH:45]=[CH:44][N:43]=[C:42]([NH:46][C:47]4[CH:48]=[C:49]([CH:62]=[C:63]([C:65]#[CH:66])[CH:64]=4)[C:50]([NH:52][C@@H:53]([CH3:61])[CH2:54][N:55]4[CH2:56][CH2:57][O:58][CH2:59][CH2:60]4)=[O:51])[N:41]=3)=[CH:31][CH:30]=2)[CH:10]=1)([CH3:2])([CH3:4])[CH3:3], predict the reactants needed to synthesize it. The reactants are: [C:1]([C:5]1[CH:6]=[C:7]([NH:23][S:24]([CH3:27])(=[O:26])=[O:25])[C:8]([O:21][CH3:22])=[C:9]([NH:11][C:12](=[O:20])OC2C=CC=CC=2)[CH:10]=1)([CH3:4])([CH3:3])[CH3:2].[NH2:28][C:29]1[C:38]2[C:33](=[CH:34][CH:35]=[CH:36][CH:37]=2)[C:32]([O:39][C:40]2[CH:45]=[CH:44][N:43]=[C:42]([NH:46][C:47]3[CH:48]=[C:49]([CH:62]=[C:63]([C:65]#[CH:66])[CH:64]=3)[C:50]([NH:52][C@@H:53]([CH3:61])[CH2:54][N:55]3[CH2:60][CH2:59][O:58][CH2:57][CH2:56]3)=[O:51])[N:41]=2)=[CH:31][CH:30]=1.C(N(CC)CC)C. (2) Given the product [C:11]([C:9]1[C:8]([OH:15])=[C:4]([C:3]([CH3:16])=[C:2]([Cl:1])[CH:10]=1)[C:5]([NH:22][C:21]1[CH:23]=[CH:24][C:25]([S:27]([C:30]([F:33])([F:31])[F:32])(=[O:29])=[O:28])=[CH:26][C:20]=1[CH2:17][CH2:18][CH3:19])=[O:7])([CH3:14])([CH3:13])[CH3:12], predict the reactants needed to synthesize it. The reactants are: [Cl:1][C:2]1[C:3]([CH3:16])=[C:4]([C:8]([OH:15])=[C:9]([C:11]([CH3:14])([CH3:13])[CH3:12])[CH:10]=1)[C:5]([OH:7])=O.[CH2:17]([C:20]1[CH:26]=[C:25]([S:27]([C:30]([F:33])([F:32])[F:31])(=[O:29])=[O:28])[CH:24]=[CH:23][C:21]=1[NH2:22])[CH2:18][CH3:19].